This data is from Forward reaction prediction with 1.9M reactions from USPTO patents (1976-2016). The task is: Predict the product of the given reaction. (1) Given the reactants [CH3:1][O:2][C:3]1[CH:4]=[C:5]2[C:10](=[CH:11][C:12]=1[O:13][CH3:14])[N:9]=[CH:8][N:7]=[C:6]2[O:15][C:16]1[CH:22]=[CH:21][C:19]([NH2:20])=[CH:18][CH:17]=1.Cl[C:24](Cl)([O:26][C:27](=[O:33])OC(Cl)(Cl)Cl)Cl.[CH2:35]([N:37]([CH2:42][CH3:43])[CH2:38][CH2:39]CO)[CH3:36].C(=O)(O)[O-].[Na+], predict the reaction product. The product is: [CH3:1][O:2][C:3]1[CH:4]=[C:5]2[C:10](=[CH:11][C:12]=1[O:13][CH3:14])[N:9]=[CH:8][N:7]=[C:6]2[O:15][C:16]1[CH:22]=[CH:21][C:19]([NH:20][C:27](=[O:33])[O:26][CH2:24][CH2:36][CH2:35][N:37]([CH2:42][CH3:43])[CH2:38][CH3:39])=[CH:18][CH:17]=1. (2) The product is: [C:2]1([CH2:8][CH:9]([S:18][C:12]2[CH:17]=[CH:16][CH:15]=[CH:14][CH:13]=2)[CH:10]=[O:11])[CH:7]=[CH:6][CH:5]=[CH:4][CH:3]=1. Given the reactants O.[C:2]1([C:8]#[C:9][CH2:10][OH:11])[CH:7]=[CH:6][CH:5]=[CH:4][CH:3]=1.[C:12]1([SH:18])[CH:17]=[CH:16][CH:15]=[CH:14][CH:13]=1, predict the reaction product. (3) Given the reactants [CH3:1][O:2][C:3](=[O:50])[NH:4][CH:5]([C:9]([N:11]1[CH:17]([C:18]2[NH:19][CH:20]=[C:21]([C:23]3[CH:32]=[CH:31][C:30]4[C:25](=[CH:26][CH:27]=[C:28]([C:33]5[CH:38]=[CH:37][C:36]([C:39](=[O:49])[CH2:40][NH:41]C(OC(C)(C)C)=O)=[CH:35][CH:34]=5)[CH:29]=4)[CH:24]=3)[N:22]=2)[CH2:16][C:13]2([CH2:15][CH2:14]2)[CH2:12]1)=[O:10])[CH:6]([CH3:8])[CH3:7].Cl.CCN(C(C)C)C(C)C.[C:61]([N:68]1[CH2:72][CH2:71][S:70][C@H:69]1[C:73]([OH:75])=O)([O:63][C:64]([CH3:67])([CH3:66])[CH3:65])=[O:62].CN(C(ON1N=NC2C=CC=NC1=2)=[N+](C)C)C.F[P-](F)(F)(F)(F)F, predict the reaction product. The product is: [C:64]([O:63][C:61]([N:68]1[CH2:72][CH2:71][S:70][CH:69]1[C:73](=[O:75])[NH:41][CH2:40][C:39]([C:36]1[CH:37]=[CH:38][C:33]([C:28]2[CH:27]=[CH:26][C:25]3[C:30](=[CH:31][CH:32]=[C:23]([C:21]4[N:22]=[C:18]([CH:17]5[CH2:16][C:13]6([CH2:15][CH2:14]6)[CH2:12][N:11]5[C:9](=[O:10])[CH:5]([NH:4][C:3]([O:2][CH3:1])=[O:50])[CH:6]([CH3:7])[CH3:8])[NH:19][CH:20]=4)[CH:24]=3)[CH:29]=2)=[CH:34][CH:35]=1)=[O:49])=[O:62])([CH3:65])([CH3:66])[CH3:67]. (4) Given the reactants BrCCBr.I[CH2:6][CH2:7][C@H:8]([NH:19][C:20]([O:22][CH2:23][C:24]1[CH:29]=[CH:28][CH:27]=[CH:26][CH:25]=1)=[O:21])[C:9]([O:11][CH2:12][C:13]1[CH:18]=[CH:17][CH:16]=[CH:15][CH:14]=1)=[O:10].C1(C)C=CC=CC=1P(C1C=CC=CC=1C)C1C=CC=CC=1C.Br[C:53]1[CH:58]=[CH:57][C:56]([N+:59]([O-:61])=[O:60])=[CH:55][N:54]=1, predict the reaction product. The product is: [N+:59]([C:56]1[CH:57]=[CH:58][C:53]([CH2:6][CH2:7][C@H:8]([NH:19][C:20]([O:22][CH2:23][C:24]2[CH:29]=[CH:28][CH:27]=[CH:26][CH:25]=2)=[O:21])[C:9]([O:11][CH2:12][C:13]2[CH:18]=[CH:17][CH:16]=[CH:15][CH:14]=2)=[O:10])=[N:54][CH:55]=1)([O-:61])=[O:60]. (5) Given the reactants OC1C=C(C=CC=1OC)C(OC)=O.ClC1C=C(CCO)C=CC=1.[CH3:24][O:25][C:26](=[O:45])[C:27]1[CH:32]=[CH:31][C:30]([O:33][CH3:34])=[C:29]([O:35][CH2:36][CH2:37][C:38]2[CH:43]=[CH:42][CH:41]=[C:40]([Cl:44])[CH:39]=2)[CH:28]=1.[N+:46]([O-])([OH:48])=[O:47], predict the reaction product. The product is: [CH3:24][O:25][C:26](=[O:45])[C:27]1[CH:28]=[C:29]([O:35][CH2:36][CH2:37][C:38]2[CH:43]=[CH:42][CH:41]=[C:40]([Cl:44])[CH:39]=2)[C:30]([O:33][CH3:34])=[CH:31][C:32]=1[N+:46]([O-:48])=[O:47]. (6) Given the reactants C([O:8][C:9]1[CH:18]=[C:17]2[C:12]([CH:13]=[CH:14][C:15]([OH:19])=[CH:16]2)=[CH:11][C:10]=1[C:20]1[S:21][C:22]([N:25]([CH3:36])[CH:26]2[CH2:31][C:30]([CH3:33])([CH3:32])[NH:29][C:28]([CH3:35])([CH3:34])[CH2:27]2)=[N:23][N:24]=1)C1C=CC=CC=1.B(Br)(Br)Br.CO, predict the reaction product. The product is: [CH3:36][N:25]([CH:26]1[CH2:31][C:30]([CH3:33])([CH3:32])[NH:29][C:28]([CH3:35])([CH3:34])[CH2:27]1)[C:22]1[S:21][C:20]([C:10]2[C:9]([OH:8])=[CH:18][C:17]3[C:12]([CH:11]=2)=[CH:13][CH:14]=[C:15]([OH:19])[CH:16]=3)=[N:24][N:23]=1. (7) The product is: [CH2:22]([CH:23]([C:28]([O:30][CH3:31])=[O:29])[C:24]([O:26][CH3:27])=[O:25])[CH2:21][CH2:32][CH2:33][CH2:34][CH2:35][CH2:36][CH3:37].[CH3:31][O:30][C:28]([CH:23]1[CH2:22][CH:21]([CH2:32][CH2:33][CH2:34][CH2:35][CH2:36][CH3:37])[O:26][C:24]1=[O:25])=[O:29].[CH2:22]([CH:23]([CH2:28][CH2:10][CH2:11][CH2:12][CH2:13][CH3:14])[CH2:24][CH:2]([C:1]([O:8][CH3:9])=[O:7])[C:3]([O:5][CH3:6])=[O:4])[CH2:21][CH2:32][CH2:33][CH2:34][CH2:35][CH2:36][CH3:37]. Given the reactants [C:1]([O:8][CH3:9])(=[O:7])[CH2:2][C:3]([O:5][CH3:6])=[O:4].[CH2:10]=[CH:11][CH2:12][CH2:13][CH2:14]CCC.O=O.O=[C:21]([CH2:32][CH2:33][CH2:34][CH2:35][CH2:36][CH3:37])[CH2:22][CH:23]([C:28]([O:30][CH3:31])=[O:29])[C:24]([O:26][CH3:27])=[O:25], predict the reaction product. (8) Given the reactants [O:1]1[C:5]2[CH:6]=[CH:7][C:8]([CH2:10][C:11]3[N:20]4[N:21]=[C:22]([NH2:24])[N:23]=[C:19]4[C:18]4[CH:17]=[CH:16][C:15](F)=[CH:14][C:13]=4[N:12]=3)=[CH:9][C:4]=2[O:3][CH2:2]1.[NH:26]1[CH2:31][CH2:30][O:29][CH2:28][CH2:27]1, predict the reaction product. The product is: [O:1]1[C:5]2[CH:6]=[CH:7][C:8]([CH2:10][C:11]3[N:20]4[N:21]=[C:22]([NH2:24])[N:23]=[C:19]4[C:18]4[CH:17]=[CH:16][C:15]([N:26]5[CH2:31][CH2:30][O:29][CH2:28][CH2:27]5)=[CH:14][C:13]=4[N:12]=3)=[CH:9][C:4]=2[O:3][CH2:2]1. (9) Given the reactants [NH2:1][C:2]1[N:7]=[CH:6][N:5]=[C:4]2[N:8]([C@@H:26]3[CH2:31][CH2:30][CH2:29][N:28]([C:32](=[O:45])/[CH:33]=[CH:34]/[CH2:35][N:36]4[CH2:41][CH2:40][N:39]([CH2:42][CH2:43][NH2:44])[CH2:38][CH2:37]4)[CH2:27]3)[N:9]=[C:10]([C:11]([NH:13][C:14](=[O:25])NC3OC4C=CC=CC=4N=3)=[O:12])[C:3]=12.C1C(=O)N(O[C:54]([CH2:56][CH2:57][CH2:58][CH2:59][C@@H:60]2[S:64][CH2:63][C@@H:62]3[NH:65][C:66]([NH:68][C@H:61]23)=[O:67])=[O:55])C(=O)C1.C([N:71]([CH2:74][CH3:75])CC)C.CS(C)=O, predict the reaction product. The product is: [NH2:1][C:2]1[N:7]=[CH:6][N:5]=[C:4]2[N:8]([C@@H:26]3[CH2:31][CH2:30][CH2:29][N:28]([C:32](=[O:45])/[CH:33]=[CH:34]/[CH2:35][N:36]4[CH2:37][CH2:38][N:39]([CH2:42][CH2:43][NH:44][C:54](=[O:55])[CH2:56][CH2:57][CH2:58][CH2:59][C@H:60]5[C@@H:61]6[C@@H:62]([NH:65][C:66](=[O:67])[NH:68]6)[CH2:63][S:64]5)[CH2:40][CH2:41]4)[CH2:27]3)[N:9]=[C:10]([C:11]([NH:13][C:14]3[O:25][C:11]4[CH:10]=[CH:3][CH:2]=[CH:75][C:74]=4[N:71]=3)=[O:12])[C:3]=12.